This data is from Full USPTO retrosynthesis dataset with 1.9M reactions from patents (1976-2016). The task is: Predict the reactants needed to synthesize the given product. Given the product [Cl:1][C:2]1[CH:3]=[CH:4][C:5]([S:8][C:9]2[O:13][C:12]([C:14]3[CH:15]=[CH:16][C:17]([F:20])=[CH:18][CH:19]=3)=[N:11][C:10]=2[CH2:21][NH:23][C:24]2[CH:25]=[CH:26][C:27]([C:28]([O:30][CH3:31])=[O:29])=[CH:32][CH:33]=2)=[N:6][CH:7]=1, predict the reactants needed to synthesize it. The reactants are: [Cl:1][C:2]1[CH:3]=[CH:4][C:5]([S:8][C:9]2[O:13][C:12]([C:14]3[CH:19]=[CH:18][C:17]([F:20])=[CH:16][CH:15]=3)=[N:11][C:10]=2[CH:21]=O)=[N:6][CH:7]=1.[NH2:23][C:24]1[CH:33]=[CH:32][C:27]([C:28]([O:30][CH3:31])=[O:29])=[CH:26][CH:25]=1.C(O)(=O)C.[BH-](OC(C)=O)(OC(C)=O)OC(C)=O.[Na+].